From a dataset of Catalyst prediction with 721,799 reactions and 888 catalyst types from USPTO. Predict which catalyst facilitates the given reaction. Reactant: [Cl:1][C:2]1[CH:3]=[CH:4][C:5]2[N:11]3[CH:12]=[CH:13][CH:14]=[C:10]3[C@@H:9]([CH2:15][CH2:16][C:17](O)=[O:18])[O:8][C@H:7]([C:20]3[CH:25]=[CH:24][CH:23]=[C:22]([O:26][CH3:27])[C:21]=3[O:28][CH3:29])[C:6]=2[CH:30]=1.Cl.[NH:32]1[CH2:37][CH2:36][O:35][CH:34]([C:38]([O:40][CH3:41])=[O:39])[CH2:33]1.Cl.C(N=C=NCCCN(C)C)C.ON1C2C=CC=CC=2N=N1. Product: [Cl:1][C:2]1[CH:3]=[CH:4][C:5]2[N:11]3[CH:12]=[CH:13][CH:14]=[C:10]3[C@@H:9]([CH2:15][CH2:16][C:17]([N:32]3[CH2:37][CH2:36][O:35][CH:34]([C:38]([O:40][CH3:41])=[O:39])[CH2:33]3)=[O:18])[O:8][C@H:7]([C:20]3[CH:25]=[CH:24][CH:23]=[C:22]([O:26][CH3:27])[C:21]=3[O:28][CH3:29])[C:6]=2[CH:30]=1. The catalyst class is: 236.